Dataset: Peptide-MHC class I binding affinity with 185,985 pairs from IEDB/IMGT. Task: Regression. Given a peptide amino acid sequence and an MHC pseudo amino acid sequence, predict their binding affinity value. This is MHC class I binding data. (1) The peptide sequence is YNLRRGTAL. The MHC is HLA-A24:03 with pseudo-sequence HLA-A24:03. The binding affinity (normalized) is 0.213. (2) The peptide sequence is YLYGIGSAVV. The MHC is HLA-A02:03 with pseudo-sequence HLA-A02:03. The binding affinity (normalized) is 0.884. (3) The peptide sequence is FYFANGIEW. The MHC is Mamu-B17 with pseudo-sequence Mamu-B17. The binding affinity (normalized) is 0.525. (4) The peptide sequence is NNTSYRLI. The MHC is H-2-Db with pseudo-sequence H-2-Db. The binding affinity (normalized) is 0. (5) The peptide sequence is SCRVKLSAL. The MHC is HLA-B44:02 with pseudo-sequence HLA-B44:02. The binding affinity (normalized) is 0.0847. (6) The peptide sequence is IMKVVNRWL. The MHC is HLA-B48:01 with pseudo-sequence HLA-B48:01. The binding affinity (normalized) is 0.0847.